From a dataset of Forward reaction prediction with 1.9M reactions from USPTO patents (1976-2016). Predict the product of the given reaction. (1) Given the reactants [F:1][C:2]1[C:3]([N+:17]([O-:19])=[O:18])=[C:4]([CH:7]=[C:8]([O:15][CH3:16])[C:9]=1[O:10][CH2:11][CH2:12][O:13][CH3:14])[CH:5]=O.[NH2:20]O.Cl.C([O-])=O.[Na+], predict the reaction product. The product is: [F:1][C:2]1[C:3]([N+:17]([O-:19])=[O:18])=[C:4]([CH:7]=[C:8]([O:15][CH3:16])[C:9]=1[O:10][CH2:11][CH2:12][O:13][CH3:14])[C:5]#[N:20]. (2) Given the reactants C([Si](C)(C)[O:6][CH:7]([C:16]1[CH:21]=[CH:20][N:19]=[CH:18][CH:17]=1)[C:8]([C:10]1[CH:15]=[CH:14][CH:13]=[CH:12][CH:11]=1)=[O:9])(C)(C)C.[F-].C([N+](CCCC)(CCCC)CCCC)CCC, predict the reaction product. The product is: [OH:6][CH:7]([C:16]1[CH:17]=[CH:18][N:19]=[CH:20][CH:21]=1)[C:8]([C:10]1[CH:15]=[CH:14][CH:13]=[CH:12][CH:11]=1)=[O:9]. (3) Given the reactants [C:1]([C:5]1[N:6]=[C:7]([N:16]2[CH2:20][CH2:19][C:18]([F:22])([F:21])[CH2:17]2)[C:8]2[N:13]=[N:12][N:11]([CH2:14][CH3:15])[C:9]=2[N:10]=1)([CH3:4])([CH3:3])[CH3:2].C(C1N=C(N2CCC(F)(F)C2)C2N=NNC=2N=1)(C)(C)C.BrCC1[C:50]([Cl:51])=[C:49]([Cl:52])[CH:48]=[CH:47][C:46]=1[C:53]([F:56])([F:55])[F:54], predict the reaction product. The product is: [C:1]([C:5]1[N:6]=[C:7]([N:16]2[CH2:20][CH2:19][C:18]([F:21])([F:22])[CH2:17]2)[C:8]2[N:13]=[N:12][N:11]([CH2:14][C:15]3[C:46]([C:53]([F:55])([F:56])[F:54])=[CH:47][CH:48]=[C:49]([Cl:52])[C:50]=3[Cl:51])[C:9]=2[N:10]=1)([CH3:2])([CH3:3])[CH3:4]. (4) Given the reactants CC(C)(C)[C@H](NC(=O)[C@@H](NC)C)C(N1[C@H](C(N[C@H]2C3C(=CC=CC=3)CCC2)=O)CC2C(=CC(C(N[C@H]3C[C@@H](C(=O)N[C@H]4C5C(=CC=CC=5)CCC4)N(C(=O)[C@@H](NC(=O)[C@@H](NC)C)C(C)(C)C)C3)=O)=CC=2)C1)=O.[CH:73]1[C:85]2[CH:84]([CH2:86][O:87][C:88]([NH:90][C@@H:91]([C:142]([CH3:145])([CH3:144])[CH3:143])[C:92]([N:94]3[C@H:98]([C:99](=[O:111])[NH:100][C@H:101]4[C:110]5[C:105](=[CH:106][CH:107]=[CH:108][CH:109]=5)[CH2:104][CH2:103][CH2:102]4)[CH2:97][C@H:96]([C:112]4[CH:121]=[C:120]5[C:115]([CH2:116][C@@H:117]([C:129](=[O:141])[NH:130][C@H:131]6[C:140]7[C:135](=[CH:136][CH:137]=[CH:138][CH:139]=7)[CH2:134][CH2:133][CH2:132]6)[N:118](C(OC(C)(C)C)=O)[CH2:119]5)=[CH:114][CH:113]=4)[CH2:95]3)=[O:93])=[O:89])[C:83]3[C:78](=[CH:79][CH:80]=[CH:81][CH:82]=3)[C:77]=2[CH:76]=[CH:75][CH:74]=1, predict the reaction product. The product is: [CH3:143][C:142]([CH3:145])([CH3:144])[C@H:91]([NH:90][C:88](=[O:89])[O:87][CH2:86][CH:84]1[C:85]2[CH:73]=[CH:74][CH:75]=[CH:76][C:77]=2[C:78]2[C:83]1=[CH:82][CH:81]=[CH:80][CH:79]=2)[C:92](=[O:93])[N:94]1[CH2:95][C@@H:96]([C:112]2[CH:121]=[C:120]3[C:115]([CH2:116][C@@H:117]([C:129](=[O:141])[NH:130][C@H:131]4[C:140]5[C:135](=[CH:136][CH:137]=[CH:138][CH:139]=5)[CH2:134][CH2:133][CH2:132]4)[NH:118][CH2:119]3)=[CH:114][CH:113]=2)[CH2:97][C@H:98]1[C:99](=[O:111])[NH:100][C@H:101]1[C:110]2[C:105](=[CH:106][CH:107]=[CH:108][CH:109]=2)[CH2:104][CH2:103][CH2:102]1. (5) Given the reactants [C:1]([C:3]1[CH:8]=[CH:7][CH:6]=[CH:5][C:4]=1[N:9]([CH3:14])[S:10]([CH3:13])(=[O:12])=[O:11])#[N:2].[H][H], predict the reaction product. The product is: [NH2:2][CH2:1][C:3]1[CH:8]=[CH:7][CH:6]=[CH:5][C:4]=1[N:9]([CH3:14])[S:10]([CH3:13])(=[O:12])=[O:11]. (6) Given the reactants [Cl:1][C:2]1[CH:9]=[CH:8][C:5]([CH:6]=O)=[CH:4][C:3]=1[F:10].[C:11]([NH2:17])(=[O:16])[CH2:12][C:13]([CH3:15])=[O:14], predict the reaction product. The product is: [Cl:1][C:2]1[CH:9]=[CH:8][C:5]([CH:6]=[C:12]([C:13](=[O:14])[CH3:15])[C:11]([NH2:17])=[O:16])=[CH:4][C:3]=1[F:10]. (7) Given the reactants [CH2:1]1[CH:9]2[N:4]([CH2:5][CH2:6][CH:7]([C:10]3[C:18]4[C:13](=[CH:14][CH:15]=[CH:16][N:17]=4)[NH:12][CH:11]=3)[CH2:8]2)[CH2:3][CH2:2]1.[C:19]1([S:29](Cl)(=[O:31])=[O:30])[C:28]2[C:23](=[CH:24][CH:25]=[CH:26][CH:27]=2)[CH:22]=[CH:21][CH:20]=1.C[Si]([N-][Si](C)(C)C)(C)C.[Na+], predict the reaction product. The product is: [CH2:1]1[CH:9]2[N:4]([CH2:5][CH2:6][CH:7]([C:10]3[C:18]4[C:13](=[CH:14][CH:15]=[CH:16][N:17]=4)[N:12]([S:29]([C:19]4[C:28]5[C:23](=[CH:24][CH:25]=[CH:26][CH:27]=5)[CH:22]=[CH:21][CH:20]=4)(=[O:31])=[O:30])[CH:11]=3)[CH2:8]2)[CH2:3][CH2:2]1.